This data is from Reaction yield outcomes from USPTO patents with 853,638 reactions. The task is: Predict the reaction yield, written as a fraction of the theoretical maximum amount of product (1.0 means a 100% yield; for example, 0.34 means a 34% yield). The reactants are Cl[C:2]1[C:11]2[C:6](=[CH:7][C:8]([O:24][CH3:25])=[C:9]([O:12][CH2:13][CH2:14][CH2:15][CH2:16][CH2:17][CH2:18][C:19]([O:21][CH2:22][CH3:23])=[O:20])[CH:10]=2)[N:5]=[CH:4][N:3]=1.[C:26]([C:28]1[CH:29]=[C:30]([NH2:34])[CH:31]=[CH:32][CH:33]=1)#[CH:27]. The product is [C:26]([C:28]1[CH:29]=[C:30]([NH:34][C:2]2[C:11]3[C:6](=[CH:7][C:8]([O:24][CH3:25])=[C:9]([O:12][CH2:13][CH2:14][CH2:15][CH2:16][CH2:17][CH2:18][C:19]([O:21][CH2:22][CH3:23])=[O:20])[CH:10]=3)[N:5]=[CH:4][N:3]=2)[CH:31]=[CH:32][CH:33]=1)#[CH:27]. The catalyst is C(O)(C)C. The yield is 0.671.